Dataset: Forward reaction prediction with 1.9M reactions from USPTO patents (1976-2016). Task: Predict the product of the given reaction. (1) Given the reactants C1C=CC([C:7]2[CH:8]=[CH:9][C:10]([CH:13]([N:20]3[CH:24]=[N:23][CH:22]=[CH:21]3)C3C=CC=CC=3)=[CH:11][CH:12]=2)=CC=1.N1C=CN=C1.C1(C(Cl)=[O:37])C=CC=CC=1, predict the reaction product. The product is: [C:13]([N:20]1[CH:21]=[CH:22][N:23]=[CH:24]1)(=[O:37])[C:10]1[CH:9]=[CH:8][CH:7]=[CH:12][CH:11]=1. (2) Given the reactants C[Si]([C:5]#[N:6])(C)C.[Cl:7][C:8]1[C:13]([CH2:14]Cl)=[CH:12][N:11]=[C:10]([C:16]([F:19])([F:18])[F:17])[CH:9]=1.[F-].C([N+](CCCC)(CCCC)CCCC)CCC.CCOC(C)=O, predict the reaction product. The product is: [Cl:7][C:8]1[CH:9]=[C:10]([C:16]([F:19])([F:17])[F:18])[N:11]=[CH:12][C:13]=1[CH2:14][C:5]#[N:6]. (3) The product is: [CH3:20][N:16]1[N:15]=[C:14]([CH:11]2[CH2:10][CH2:9][N:8]([C:5]3[CH:4]=[CH:3][C:2](/[N:1]=[CH:29]/[C:27]4[O:28][C:24]([N+:21]([O-:23])=[O:22])=[CH:25][CH:26]=4)=[CH:7][CH:6]=3)[CH2:13][CH2:12]2)[O:18][C:17]1=[O:19]. Given the reactants [NH2:1][C:2]1[CH:7]=[CH:6][C:5]([N:8]2[CH2:13][CH2:12][CH:11]([C:14]3[O:18][C:17](=[O:19])[N:16]([CH3:20])[N:15]=3)[CH2:10][CH2:9]2)=[CH:4][CH:3]=1.[N+:21]([C:24]1[O:28][C:27]([CH:29]=O)=[CH:26][CH:25]=1)([O-:23])=[O:22], predict the reaction product.